From a dataset of Reaction yield outcomes from USPTO patents with 853,638 reactions. Predict the reaction yield, written as a fraction of the theoretical maximum amount of product (1.0 means a 100% yield; for example, 0.34 means a 34% yield). (1) The reactants are [CH2:1]([N:8]1[CH2:13][CH2:12][C:11](=[O:14])[C:10]([CH2:21][NH:22][C:23]([O:25][C:26]([CH3:29])([CH3:28])[CH3:27])=[O:24])([C:15](OCC=C)=O)[CH2:9]1)[C:2]1[CH:7]=[CH:6][CH:5]=[CH:4][CH:3]=1.[CH3:30][CH2:31]OC(C)=O. No catalyst specified. The product is [CH2:15]([C@@:10]1([CH2:21][NH:22][C:23](=[O:24])[O:25][C:26]([CH3:28])([CH3:27])[CH3:29])[C:11](=[O:14])[CH2:12][CH2:13][N:8]([CH2:1][C:2]2[CH:7]=[CH:6][CH:5]=[CH:4][CH:3]=2)[CH2:9]1)[CH:30]=[CH2:31]. The yield is 0.780. (2) The reactants are [CH:1]1([NH:4][C:5](=[O:38])[N:6]([CH2:11][C:12]2[N:16]([CH3:17])[C:15]([C:18]3[S:26][C:25]4[C:20](=[N:21][CH:22]=[CH:23][C:24]=4[O:27][C:28]4[CH:33]=[CH:32][C:31]([N+:34]([O-])=O)=[CH:30][C:29]=4[F:37])[CH:19]=3)=[N:14][CH:13]=2)[CH2:7][CH2:8][O:9][CH3:10])[CH2:3][CH2:2]1.[Cl-].[NH4+]. The catalyst is CO.[Zn]. The product is [NH2:34][C:31]1[CH:32]=[CH:33][C:28]([O:27][C:24]2[CH:23]=[CH:22][N:21]=[C:20]3[CH:19]=[C:18]([C:15]4[N:16]([CH3:17])[C:12]([CH2:11][N:6]([CH2:7][CH2:8][O:9][CH3:10])[C:5]([NH:4][CH:1]5[CH2:2][CH2:3]5)=[O:38])=[CH:13][N:14]=4)[S:26][C:25]=23)=[C:29]([F:37])[CH:30]=1. The yield is 1.00. (3) The reactants are [C:1]([O:5][C:6](=[O:19])[CH2:7][C@@H:8]([CH2:17][OH:18])[CH2:9][C@H:10]([CH3:16])[CH2:11][CH2:12][CH2:13][CH2:14][CH3:15])([CH3:4])([CH3:3])[CH3:2].C(OC(=O)C[C@H](C[C@@H](C)CCCCC)C(O)=O)(C)(C)C. No catalyst specified. The product is [C:1]([O:5][C:6](=[O:19])[CH2:7][C@@H:8]([CH2:17][OH:18])[CH2:9][C@@H:10]([CH3:16])[CH2:11][CH2:12][CH2:13][CH2:14][CH3:15])([CH3:2])([CH3:4])[CH3:3]. The yield is 0.760. (4) The reactants are [I:1][C:2]1[CH:3]=[CH:4][C:5]2[CH:20]3[CH2:21][CH:18]([CH2:19]3)[C:8]3[N:9]([CH3:17])[C:10]([C:12]([O:14]CC)=O)=[N:11][C:7]=3[C:6]=2[CH:22]=1.[NH3:23]. No catalyst specified. The product is [I:1][C:2]1[CH:3]=[CH:4][C:5]2[CH:20]3[CH2:21][CH:18]([CH2:19]3)[C:8]3[N:9]([CH3:17])[C:10]([C:12]([NH2:23])=[O:14])=[N:11][C:7]=3[C:6]=2[CH:22]=1. The yield is 0.960.